From a dataset of Full USPTO retrosynthesis dataset with 1.9M reactions from patents (1976-2016). Predict the reactants needed to synthesize the given product. Given the product [NH:1]1[CH:5]=[CH:4][CH:3]=[C:2]1[C:6]([O:8][CH3:9])=[O:7], predict the reactants needed to synthesize it. The reactants are: [NH:1]1[CH:5]=[CH:4][CH:3]=[C:2]1[C:6]([OH:8])=[O:7].[CH3:9]CN=C=NCCCN(C)C.Cl.C1C=CC2N(O)N=NC=2C=1.CO.S([O-])(O)(=O)=O.[K+].